From a dataset of Full USPTO retrosynthesis dataset with 1.9M reactions from patents (1976-2016). Predict the reactants needed to synthesize the given product. The reactants are: [Br:1][C:2]1[CH:3]=[CH:4][C:5]2[C:6]3[CH:14]=[N:13][CH:12]=[CH:11][C:7]=3[NH:8][C:9]=2[CH:10]=1.[C:15](O[C:15]([O:17][C:18]([CH3:21])([CH3:20])[CH3:19])=[O:16])([O:17][C:18]([CH3:21])([CH3:20])[CH3:19])=[O:16]. Given the product [Br:1][C:2]1[CH:3]=[CH:4][C:5]2[C:6]3[CH:14]=[N:13][CH:12]=[CH:11][C:7]=3[N:8]([C:15]([O:17][C:18]([CH3:21])([CH3:20])[CH3:19])=[O:16])[C:9]=2[CH:10]=1, predict the reactants needed to synthesize it.